Regression. Given two drug SMILES strings and cell line genomic features, predict the synergy score measuring deviation from expected non-interaction effect. From a dataset of NCI-60 drug combinations with 297,098 pairs across 59 cell lines. (1) Drug 1: C(CC(=O)O)C(=O)CN.Cl. Drug 2: CC(C)NC(=O)C1=CC=C(C=C1)CNNC.Cl. Cell line: HL-60(TB). Synergy scores: CSS=-13.3, Synergy_ZIP=2.90, Synergy_Bliss=-7.89, Synergy_Loewe=-17.4, Synergy_HSA=-16.5. (2) Cell line: U251. Drug 2: CN(C)N=NC1=C(NC=N1)C(=O)N. Synergy scores: CSS=32.0, Synergy_ZIP=-1.67, Synergy_Bliss=1.33, Synergy_Loewe=-14.5, Synergy_HSA=2.56. Drug 1: C1CN1C2=NC(=NC(=N2)N3CC3)N4CC4. (3) Drug 1: CC1=C(C=C(C=C1)NC2=NC=CC(=N2)N(C)C3=CC4=NN(C(=C4C=C3)C)C)S(=O)(=O)N.Cl. Drug 2: COC1=C2C(=CC3=C1OC=C3)C=CC(=O)O2. Cell line: A498. Synergy scores: CSS=3.20, Synergy_ZIP=3.27, Synergy_Bliss=11.0, Synergy_Loewe=5.82, Synergy_HSA=6.92. (4) Drug 1: CC1=C(N=C(N=C1N)C(CC(=O)N)NCC(C(=O)N)N)C(=O)NC(C(C2=CN=CN2)OC3C(C(C(C(O3)CO)O)O)OC4C(C(C(C(O4)CO)O)OC(=O)N)O)C(=O)NC(C)C(C(C)C(=O)NC(C(C)O)C(=O)NCCC5=NC(=CS5)C6=NC(=CS6)C(=O)NCCC[S+](C)C)O. Drug 2: N.N.Cl[Pt+2]Cl. Cell line: UACC62. Synergy scores: CSS=41.9, Synergy_ZIP=-5.79, Synergy_Bliss=-3.77, Synergy_Loewe=-1.69, Synergy_HSA=0.367. (5) Drug 1: C1=C(C(=O)NC(=O)N1)N(CCCl)CCCl. Drug 2: CC1=C2C(C(=O)C3(C(CC4C(C3C(C(C2(C)C)(CC1OC(=O)C(C(C5=CC=CC=C5)NC(=O)OC(C)(C)C)O)O)OC(=O)C6=CC=CC=C6)(CO4)OC(=O)C)O)C)O. Cell line: BT-549. Synergy scores: CSS=24.9, Synergy_ZIP=-10.8, Synergy_Bliss=-6.05, Synergy_Loewe=-25.2, Synergy_HSA=-2.67. (6) Drug 1: CC1=CC=C(C=C1)C2=CC(=NN2C3=CC=C(C=C3)S(=O)(=O)N)C(F)(F)F. Drug 2: C1CNP(=O)(OC1)N(CCCl)CCCl. Cell line: MALME-3M. Synergy scores: CSS=-2.84, Synergy_ZIP=1.56, Synergy_Bliss=-0.113, Synergy_Loewe=-2.78, Synergy_HSA=-3.61. (7) Drug 1: C1C(C(OC1N2C=NC3=C(N=C(N=C32)Cl)N)CO)O. Drug 2: C1=NC2=C(N=C(N=C2N1C3C(C(C(O3)CO)O)O)F)N. Cell line: SK-MEL-28. Synergy scores: CSS=20.9, Synergy_ZIP=-2.59, Synergy_Bliss=6.50, Synergy_Loewe=-2.13, Synergy_HSA=2.62. (8) Drug 1: CC1C(C(CC(O1)OC2CC(OC(C2O)C)OC3=CC4=CC5=C(C(=O)C(C(C5)C(C(=O)C(C(C)O)O)OC)OC6CC(C(C(O6)C)O)OC7CC(C(C(O7)C)O)OC8CC(C(C(O8)C)O)(C)O)C(=C4C(=C3C)O)O)O)O. Drug 2: CCN(CC)CCCC(C)NC1=C2C=C(C=CC2=NC3=C1C=CC(=C3)Cl)OC. Cell line: UO-31. Synergy scores: CSS=46.1, Synergy_ZIP=-1.54, Synergy_Bliss=-0.745, Synergy_Loewe=-2.37, Synergy_HSA=-0.377. (9) Drug 1: C1=NC2=C(N=C(N=C2N1C3C(C(C(O3)CO)O)F)Cl)N. Drug 2: COCCOC1=C(C=C2C(=C1)C(=NC=N2)NC3=CC=CC(=C3)C#C)OCCOC.Cl. Cell line: HL-60(TB). Synergy scores: CSS=30.4, Synergy_ZIP=1.19, Synergy_Bliss=-9.56, Synergy_Loewe=-23.7, Synergy_HSA=-15.0.